This data is from Reaction yield outcomes from USPTO patents with 853,638 reactions. The task is: Predict the reaction yield, written as a fraction of the theoretical maximum amount of product (1.0 means a 100% yield; for example, 0.34 means a 34% yield). (1) The reactants are O=[C:2]1[CH2:11][N:10]2[C@H:12]3[CH2:17][CH2:16][N:15]([C:18]([O:20][CH2:21][CH3:22])=[O:19])[CH2:14][C@H:13]3[C:8]3[C:9]2=C([CH:5]=[CH:6][CH:7]=3)N1.[H-].[Na+].[CH3:25]I.[CH3:27][N:28]([CH:30]=[O:31])[CH3:29]. The catalyst is O. The product is [CH3:25][C:11]1([CH3:2])[N:10]2[C:12]3[CH2:17][CH2:16][N:15]([C:18]([O:20][CH2:21][CH3:22])=[O:19])[CH2:14][C:13]=3[C:8]3[C:9]2=[C:27]([CH:5]=[CH:6][CH:7]=3)[N:28]([CH3:29])[C:30]1=[O:31]. The yield is 0.900. (2) The reactants are Br[C:2]1[C:10]2[O:9][CH2:8][CH:7]([C:11]3[CH:16]=[CH:15][C:14]([CH:17]([CH3:19])[CH3:18])=[CH:13][CH:12]=3)[C:6]=2[C:5]([CH3:20])=[C:4]([NH:21][C:22](=[O:28])[CH2:23][C:24]([CH3:27])([CH3:26])[CH3:25])[C:3]=1[CH3:29].[CH3:30][O:31][C:32]1[CH:33]=[C:34](B(O)O)[CH:35]=[CH:36][CH:37]=1. The catalyst is CCCCCC.C(OCC)(=O)C. The product is [CH:17]([C:14]1[CH:13]=[CH:12][C:11]([CH:7]2[C:6]3[C:5]([CH3:20])=[C:4]([NH:21][C:22](=[O:28])[CH2:23][C:24]([CH3:27])([CH3:26])[CH3:25])[C:3]([CH3:29])=[C:2]([C:36]4[CH:35]=[CH:34][CH:33]=[C:32]([O:31][CH3:30])[CH:37]=4)[C:10]=3[O:9][CH2:8]2)=[CH:16][CH:15]=1)([CH3:18])[CH3:19]. The yield is 0.640. (3) The reactants are [OH-].[Na+].[F:3][C:4]1[CH:12]=[C:11]2[C:7]([CH:8]=[C:9]([CH2:20][O:21][C:22]3[CH:27]=[CH:26][C:25]([C:28]4[CH:33]=[CH:32][C:31]([CH2:34][C:35]([O:37]C)=[O:36])=[CH:30][CH:29]=4)=[CH:24][CH:23]=3)[N:10]2[C:13]([O:15][C:16]([CH3:19])([CH3:18])[CH3:17])=[O:14])=[CH:6][CH:5]=1.Cl. The catalyst is O1CCCC1. The product is [C:16]([O:15][C:13]([N:10]1[C:11]2[C:7](=[CH:6][CH:5]=[C:4]([F:3])[CH:12]=2)[CH:8]=[C:9]1[CH2:20][O:21][C:22]1[CH:27]=[CH:26][C:25]([C:28]2[CH:29]=[CH:30][C:31]([CH2:34][C:35]([OH:37])=[O:36])=[CH:32][CH:33]=2)=[CH:24][CH:23]=1)=[O:14])([CH3:19])([CH3:17])[CH3:18]. The yield is 0.820. (4) The reactants are C([N:8]1[C:16]([CH2:19][CH3:20])([CH2:17][CH3:18])[C:15]2[C:10](=[CH:11][CH:12]=[CH:13][CH:14]=2)[C:9]1([CH2:23][CH3:24])[CH2:21][CH3:22])C1C=CC=CC=1.[H][H].[OH-].[Na+]. The catalyst is [Pd].C(O)(=O)C. The product is [CH2:23]([C:9]1([CH2:21][CH3:22])[C:10]2[C:15](=[CH:14][CH:13]=[CH:12][CH:11]=2)[C:16]([CH2:19][CH3:20])([CH2:17][CH3:18])[NH:8]1)[CH3:24]. The yield is 0.960. (5) The reactants are [H-].[H-].[H-].[H-].[Li+].[Al+3].[CH3:7][C:8]1[CH:9]=[C:10]2[C:14](=[CH:15][CH:16]=1)[NH:13][C:12]([CH2:17][CH2:18][C:19](N1[C@@H](C3C=CC=CC=3)COC1=O)=[O:20])=[CH:11]2.CCOC(C)=O.[CH2:39]1[CH2:43]OC[CH2:40]1. The catalyst is [OH-].[Na+]. The product is [CH3:7][C:8]1[CH:9]=[C:10]2[C:14](=[CH:15][CH:16]=1)[NH:13][C:12]([CH2:17][C@H:18]([CH2:43][CH:39]=[CH2:40])[CH2:19][OH:20])=[CH:11]2. The yield is 0.920. (6) The reactants are [CH3:1][S:2][C:3]1[CH:4]=[C:5]([CH:7]=[CH:8][CH:9]=1)[NH2:6].[F:10][C:11]([F:21])([F:20])[C:12]1[CH:13]=[C:14]([CH:17]=[CH:18][CH:19]=1)[CH:15]=O.O=[C:23]([CH2:27][CH3:28])[C:24]([OH:26])=[O:25]. The catalyst is C(O)C. The product is [CH3:28][C:27]1[C:15]([C:14]2[CH:17]=[CH:18][CH:19]=[C:12]([C:11]([F:21])([F:20])[F:10])[CH:13]=2)=[N:6][C:5]2[C:7]([C:23]=1[C:24]([OH:26])=[O:25])=[CH:8][CH:9]=[C:3]([S:2][CH3:1])[CH:4]=2. The yield is 0.160. (7) The reactants are FC(F)(F)S(O[C:7]1[CH2:12][CH2:11][CH:10]([O:13][CH2:14][CH:15]2[CH2:20][CH2:19][N:18]([C:21]([O:23][C:24]([CH3:27])([CH3:26])[CH3:25])=[O:22])[CH2:17][CH2:16]2)[CH2:9][CH:8]=1)(=O)=O.[CH3:30][S:31]([C:34]1[N:39]=[CH:38][C:37](B(O)O)=[CH:36][CH:35]=1)(=[O:33])=[O:32].C(=O)([O-])[O-].[Na+].[Na+]. The catalyst is CN(C=O)C.C1C=CC([P]([Pd]([P](C2C=CC=CC=2)(C2C=CC=CC=2)C2C=CC=CC=2)([P](C2C=CC=CC=2)(C2C=CC=CC=2)C2C=CC=CC=2)[P](C2C=CC=CC=2)(C2C=CC=CC=2)C2C=CC=CC=2)(C2C=CC=CC=2)C2C=CC=CC=2)=CC=1. The product is [CH3:30][S:31]([C:34]1[N:39]=[CH:38][C:37]([C:7]2[CH2:12][CH2:11][CH:10]([O:13][CH2:14][CH:15]3[CH2:20][CH2:19][N:18]([C:21]([O:23][C:24]([CH3:25])([CH3:26])[CH3:27])=[O:22])[CH2:17][CH2:16]3)[CH2:9][CH:8]=2)=[CH:36][CH:35]=1)(=[O:33])=[O:32]. The yield is 0.470.